From a dataset of Forward reaction prediction with 1.9M reactions from USPTO patents (1976-2016). Predict the product of the given reaction. (1) The product is: [O:4]=[C:5]1[NH:10][CH2:9][CH2:8][N:7]2[N:11]=[C:12]([C:14]([OH:16])=[O:15])[CH:13]=[C:6]12. Given the reactants O.[OH-].[Li+].[O:4]=[C:5]1[NH:10][CH2:9][CH2:8][N:7]2[N:11]=[C:12]([C:14]([O:16]CC)=[O:15])[CH:13]=[C:6]12.Cl, predict the reaction product. (2) Given the reactants CO[C:3]1[CH:4]=[C:5]([NH:9][C:10]2[CH:26]=[CH:25][C:13]3[S:14][C:15]([C:18]4[CH:23]=[CH:22][N:21]=[C:20]([NH2:24])[N:19]=4)=[C:16]([CH3:17])[C:12]=3[CH:11]=2)[CH:6]=[CH:7][CH:8]=1.NC1C=C([NH:34][S:35]([CH3:38])(=[O:37])=[O:36])C=CC=1.COC1C=C(C=CC=1)N, predict the reaction product. The product is: [NH2:24][C:20]1[N:19]=[C:18]([C:15]2[S:14][C:13]3[CH:25]=[CH:26][C:10]([NH:9][C:5]4[CH:4]=[C:3]([NH:34][S:35]([CH3:38])(=[O:37])=[O:36])[CH:8]=[CH:7][CH:6]=4)=[CH:11][C:12]=3[C:16]=2[CH3:17])[CH:23]=[CH:22][N:21]=1. (3) Given the reactants [F:1][C:2]1[CH:7]=[CH:6][C:5]([CH:8]([O:15][C:16]2[CH:38]=[CH:37][C:19]([C:20]([NH:22][C@@H:23]([CH2:31][CH2:32][S:33]([CH3:36])(=[O:35])=[O:34])[C:24]([O:26]C(C)(C)C)=[O:25])=[O:21])=[C:18]([C:39]3[CH:44]=[CH:43][C:42]([F:45])=[CH:41][CH:40]=3)[CH:17]=2)[CH2:9][N:10]2[CH:14]=[CH:13][N:12]=[CH:11]2)=[CH:4][CH:3]=1, predict the reaction product. The product is: [F:1][C:2]1[CH:7]=[CH:6][C:5]([CH:8]([O:15][C:16]2[CH:38]=[CH:37][C:19]([C:20]([NH:22][CH:23]([CH2:31][CH2:32][S:33]([CH3:36])(=[O:34])=[O:35])[C:24]([OH:26])=[O:25])=[O:21])=[C:18]([C:39]3[CH:40]=[CH:41][C:42]([F:45])=[CH:43][CH:44]=3)[CH:17]=2)[CH2:9][N:10]2[CH:14]=[CH:13][N:12]=[CH:11]2)=[CH:4][CH:3]=1.